From a dataset of Forward reaction prediction with 1.9M reactions from USPTO patents (1976-2016). Predict the product of the given reaction. (1) Given the reactants [Cl:1][C:2]1[CH:3]=[CH:4][C:5]2[N:11]3[C:12]([CH2:15][OH:16])=[CH:13][CH:14]=[C:10]3[C@@H:9]([CH2:17][CH2:18][C:19](O)=[O:20])[O:8][C@H:7]([C:22]3[CH:27]=[CH:26][CH:25]=[C:24]([O:28][CH3:29])[C:23]=3[O:30][CH3:31])[C:6]=2[CH:32]=1.[NH:33]1[CH2:38][CH2:37][CH:36]([CH2:39][C:40]([O:42][CH2:43][CH3:44])=[O:41])[CH2:35][CH2:34]1.Cl.C(N=C=NCCCN(C)C)C.ON1C2C=CC=CC=2N=N1, predict the reaction product. The product is: [Cl:1][C:2]1[CH:3]=[CH:4][C:5]2[N:11]3[C:12]([CH2:15][OH:16])=[CH:13][CH:14]=[C:10]3[C@@H:9]([CH2:17][CH2:18][C:19]([N:33]3[CH2:38][CH2:37][CH:36]([CH2:39][C:40]([O:42][CH2:43][CH3:44])=[O:41])[CH2:35][CH2:34]3)=[O:20])[O:8][C@H:7]([C:22]3[CH:27]=[CH:26][CH:25]=[C:24]([O:28][CH3:29])[C:23]=3[O:30][CH3:31])[C:6]=2[CH:32]=1. (2) Given the reactants [CH2:1]([O:8][C:9]1[CH:14]=[CH:13][N:12]([C:15]2[CH:16]=[CH:17][C:18]3[C:19]4[CH2:28][NH:27][CH2:26][CH2:25][C:20]=4[N:21]([CH3:24])[C:22]=3[CH:23]=2)[C:11](=[O:29])[CH:10]=1)[C:2]1[CH:7]=[CH:6][CH:5]=[CH:4][CH:3]=1.[ClH:30].[Cl:31][CH2:32][CH2:33][N:34]1[CH2:38][CH2:37][CH2:36][CH2:35]1.C(N(C(C)C)C(C)C)C, predict the reaction product. The product is: [ClH:31].[ClH:30].[CH2:1]([O:8][C:9]1[CH:14]=[CH:13][N:12]([C:15]2[CH:16]=[CH:17][C:18]3[C:19]4[CH2:28][N:27]([CH2:32][CH2:33][N:34]5[CH2:38][CH2:37][CH2:36][CH2:35]5)[CH2:26][CH2:25][C:20]=4[N:21]([CH3:24])[C:22]=3[CH:23]=2)[C:11](=[O:29])[CH:10]=1)[C:2]1[CH:3]=[CH:4][CH:5]=[CH:6][CH:7]=1. (3) Given the reactants F[C:2]1[CH:11]=[C:10]2[C:5]([C:6](=[O:12])[NH:7][CH:8]=[N:9]2)=[CH:4][CH:3]=1.[CH2:13]([CH2:15][NH2:16])[OH:14], predict the reaction product. The product is: [NH2:16][CH2:15][CH2:13][O:14][C:2]1[CH:11]=[C:10]2[C:5]([C:6](=[O:12])[NH:7][CH:8]=[N:9]2)=[CH:4][CH:3]=1. (4) Given the reactants C1(P(C2C=CC=CC=2)C2C=CC3C(=CC=CC=3)C=2C2C3C(=CC=CC=3)C=CC=2P(C2C=CC=CC=2)C2C=CC=CC=2)C=CC=CC=1.Cl[C:48]1[CH:53]=[N:52][CH:51]=[C:50]([Cl:54])[N:49]=1.[CH2:55]([N:62]1[CH2:66][CH2:65][C@@H:64]([NH2:67])[CH2:63]1)[C:56]1[CH:61]=[CH:60][CH:59]=[CH:58][CH:57]=1.C(=O)([O-])[O-].[Cs+].[Cs+], predict the reaction product. The product is: [CH2:55]([N:62]1[CH2:66][CH2:65][C@@H:64]([NH:67][C:48]2[CH:53]=[N:52][CH:51]=[C:50]([Cl:54])[N:49]=2)[CH2:63]1)[C:56]1[CH:57]=[CH:58][CH:59]=[CH:60][CH:61]=1. (5) Given the reactants CO[C:3]1[CH:8]=[CH:7][C:6]([CH2:9][CH2:10]CC(O)=O)=[CH:5][CH:4]=1.[CH3:15][C:16]([CH3:18])=[O:17].[OH-:19].[Na+].Cl.[CH2:22](Cl)Cl, predict the reaction product. The product is: [O:19]1[C:7]2[CH:8]=[CH:3][C:4](/[CH:22]=[CH:15]/[C:16](=[O:17])[CH3:18])=[CH:5][C:6]=2[CH2:9][CH2:10]1. (6) Given the reactants [Br:1][C:2]1[CH:16]=[CH:15][C:5]([CH2:6][N:7]2[CH2:12][C@H:11]([CH3:13])[O:10][C@H:9]([CH3:14])[CH2:8]2)=[C:4](F)[CH:3]=1.C(NC([O:23][CH2:24][CH3:25])=O)C.[H-].[Na+], predict the reaction product. The product is: [Br:1][C:2]1[CH:16]=[CH:15][C:5]([CH2:6][N:7]2[CH2:12][C@H:11]([CH3:13])[O:10][C@H:9]([CH3:14])[CH2:8]2)=[C:4]([O:23][CH2:24][CH3:25])[CH:3]=1. (7) Given the reactants [CH2:1]([Br:4])[CH:2]=[CH2:3].[F:5][C:6]1[CH:11]=[C:10]([N:12]2[CH:16]=[N:15][C:14]([CH3:17])=[N:13]2)[C:9]([O:18][CH3:19])=[CH:8][C:7]=1[NH:20][C:21]([NH2:23])=[S:22], predict the reaction product. The product is: [BrH:4].[F:5][C:6]1[CH:11]=[C:10]([N:12]2[CH:16]=[N:15][C:14]([CH3:17])=[N:13]2)[C:9]([O:18][CH3:19])=[CH:8][C:7]=1[NH:20][C:21]([S:22][CH2:3][CH:2]=[CH2:1])=[NH:23]. (8) Given the reactants CS([O:5][CH:6]([C:8]1[C:13]([Cl:14])=[CH:12][CH:11]=[C:10]([F:15])[C:9]=1[Cl:16])[CH3:7])(=O)=O.[Br:17][C:18]1[CH:19]=[C:20]([N+:35]([O-])=O)[C:21]([CH:24](C(OCC)=O)[C:25](OCC)=O)=[N:22][CH:23]=1.C([O-])([O-])=O.[K+].[K+], predict the reaction product. The product is: [Br:17][C:18]1[CH:19]=[C:20]2[N:35]([O:5][CH:6]([C:8]3[C:13]([Cl:14])=[CH:12][CH:11]=[C:10]([F:15])[C:9]=3[Cl:16])[CH3:7])[CH:25]=[CH:24][C:21]2=[N:22][CH:23]=1. (9) Given the reactants Br[C:2]1[N:3]([CH2:21][C:22]([N:24]([CH3:26])[CH3:25])=[O:23])[C:4]2[C:9]([C:10]=1[CH:11]1[CH2:16][CH2:15][CH2:14][CH2:13][CH2:12]1)=[CH:8][CH:7]=[C:6]([C:17]([O:19][CH3:20])=[O:18])[CH:5]=2.[CH:27]1(B(O)O)[CH2:29][CH2:28]1.P([O-])([O-])([O-])=O.[K+].[K+].[K+].C1(P(C2CCCCC2)C2CCCCC2)CCCCC1, predict the reaction product. The product is: [CH:11]1([C:10]2[C:9]3[C:4](=[CH:5][C:6]([C:17]([O:19][CH3:20])=[O:18])=[CH:7][CH:8]=3)[N:3]([CH2:21][C:22]([N:24]([CH3:26])[CH3:25])=[O:23])[C:2]=2[CH:27]2[CH2:29][CH2:28]2)[CH2:16][CH2:15][CH2:14][CH2:13][CH2:12]1. (10) Given the reactants COC1C=CC(P2(SP(C3C=CC(OC)=CC=3)(=S)S2)=[S:10])=CC=1.[Cl:23][C:24]1[CH:29]=[CH:28][CH:27]=[CH:26][C:25]=1[N:30]1[C:35](=[O:36])[CH:34]=[CH:33][C:32]2[C:37]([C:43]3[CH:48]=[CH:47][CH:46]=[CH:45][CH:44]=3)=[C:38]([C:40]([NH2:42])=O)[S:39][C:31]1=2.C1(C)C=CC=CC=1, predict the reaction product. The product is: [Cl:23][C:24]1[CH:29]=[CH:28][CH:27]=[CH:26][C:25]=1[N:30]1[C:35](=[O:36])[CH:34]=[CH:33][C:32]2[C:37]([C:43]3[CH:48]=[CH:47][CH:46]=[CH:45][CH:44]=3)=[C:38]([C:40](=[S:10])[NH2:42])[S:39][C:31]1=2.